Dataset: Catalyst prediction with 721,799 reactions and 888 catalyst types from USPTO. Task: Predict which catalyst facilitates the given reaction. (1) Reactant: [Cl:1][C:2]1[CH:7]=[C:6]([O:8][CH3:9])[C:5](I)=[CH:4][C:3]=1[C:11]1[CH:16]=[C:15]([Cl:17])[CH:14]=[CH:13][C:12]=1[Cl:18].[CH2:19]([Sn](CCCC)(CCCC)C=C)[CH2:20]CC. Product: [Cl:1][C:2]1[CH:7]=[C:6]([O:8][CH3:9])[C:5]([CH:19]=[CH2:20])=[CH:4][C:3]=1[C:11]1[CH:16]=[C:15]([Cl:17])[CH:14]=[CH:13][C:12]=1[Cl:18]. The catalyst class is: 109. (2) Product: [Cl:7][C:8]1[CH:9]=[C:10]([CH2:19][CH2:20][OH:21])[CH:11]=[CH:12][C:13]=1[O:14][CH2:15][CH2:16][CH2:17][CH3:18]. Reactant: [H-].[Al+3].[Li+].[H-].[H-].[H-].[Cl:7][C:8]1[CH:9]=[C:10]([CH2:19][C:20](OCC)=[O:21])[CH:11]=[CH:12][C:13]=1[O:14][CH2:15][CH2:16][CH2:17][CH3:18].[H][H].Cl. The catalyst class is: 20. (3) Reactant: C1CC1.[CH2:4]([O:6][C:7]([CH:9]1[CH2:11][C:10]1([C:18]1[CH:23]=[CH:22][CH:21]=[CH:20][CH:19]=1)[C:12]1[CH:17]=[CH:16][CH:15]=[CH:14][CH:13]=1)=[O:8])[CH3:5].OS(O)(=O)=O.[N:29]([O-])=[O:30].[Na+]. Product: [CH2:4]([O:6][C:7]([C:9]1[CH2:11][C:10]([C:18]2[CH:23]=[CH:22][CH:21]=[CH:20][CH:19]=2)([C:12]2[CH:17]=[CH:16][CH:15]=[CH:14][CH:13]=2)[O:30][N:29]=1)=[O:8])[CH3:5]. The catalyst class is: 313.